From a dataset of Forward reaction prediction with 1.9M reactions from USPTO patents (1976-2016). Predict the product of the given reaction. (1) The product is: [C:7]([CH2:8][C:9]([C:10]1[CH:15]=[CH:14][C:13]([C:16]([NH:19][C:20](=[O:26])[O:21][C:22]([CH3:25])([CH3:24])[CH3:23])([CH3:18])[CH3:17])=[CH:12][CH:11]=1)=[O:5])#[N:6]. Given the reactants [O-]CC.[Na+].[O:5]1[C:9]([C:10]2[CH:15]=[CH:14][C:13]([C:16]([NH:19][C:20](=[O:26])[O:21][C:22]([CH3:25])([CH3:24])[CH3:23])([CH3:18])[CH3:17])=[CH:12][CH:11]=2)=[CH:8][CH:7]=[N:6]1, predict the reaction product. (2) Given the reactants [NH2:1][C:2]1[N:7]=[CH:6][C:5]([CH2:8][C@@H:9]([O:31][C:32]([N:34]2[CH2:39][CH2:38][CH:37]([N:40]3[CH2:46][CH2:45][C:44]4[CH:47]=[CH:48][CH:49]=[CH:50][C:43]=4[NH:42][C:41]3=[O:51])[CH2:36][CH2:35]2)=[O:33])[C:10]([N:12]2[CH2:17][CH2:16][CH:15]([N:18]3[CH2:23][CH2:22][N:21](C(OC(C)(C)C)=O)[CH2:20][CH2:19]3)[CH2:14][CH2:13]2)=[O:11])=[CH:4][C:3]=1[CH3:52].C([O-])([O-])=O.[K+].[K+], predict the reaction product. The product is: [O:51]=[C:41]1[N:40]([CH:37]2[CH2:36][CH2:35][N:34]([C:32]([O:31][C@H:9]([CH2:8][C:5]3[CH:6]=[N:7][C:2]([NH2:1])=[C:3]([CH3:52])[CH:4]=3)[C:10](=[O:11])[N:12]3[CH2:17][CH2:16][CH:15]([N:18]4[CH2:23][CH2:22][NH:21][CH2:20][CH2:19]4)[CH2:14][CH2:13]3)=[O:33])[CH2:39][CH2:38]2)[CH2:46][CH2:45][C:44]2[CH:47]=[CH:48][CH:49]=[CH:50][C:43]=2[NH:42]1. (3) Given the reactants B(Br)(Br)[Br:2].[OH:5][C:6]1[CH:11]=[CH:10][C:9]([N:12]2[CH:16]=[CH:15][N:14]([C:17]3[CH:22]=[CH:21][C:20]([O:23][C:24]4[CH:29]=[CH:28][CH:27]=[CH:26][CH:25]=4)=[CH:19][CH:18]=3)[C:13]2=[O:30])=[CH:8][CH:7]=1.COC1C=CC(N2C=CN(C3C=CC(O[C:51]4[CH:56]=CC=CC=4)=CC=3)C2=O)=CC=1.C(=O)(O)[O-].[Na+], predict the reaction product. The product is: [Br:2][CH2:56][CH2:51][O:5][C:6]1[CH:7]=[CH:8][C:9]([N:12]2[CH:16]=[CH:15][N:14]([C:17]3[CH:22]=[CH:21][C:20]([O:23][C:24]4[CH:29]=[CH:28][CH:27]=[CH:26][CH:25]=4)=[CH:19][CH:18]=3)[C:13]2=[O:30])=[CH:10][CH:11]=1. (4) Given the reactants [Cl:1][C:2]1[CH:11]=[C:10]([Cl:12])[CH:9]=[CH:8][C:3]=1[O:4][CH2:5][CH2:6][NH2:7].[CH3:13][O:14][C:15](=[O:33])[CH2:16][C:17]1[CH:22]=[CH:21][C:20]([C:23]2[C:27]([C:28](Cl)=[O:29])=[C:26]([CH3:31])[O:25][N:24]=2)=[C:19]([Cl:32])[CH:18]=1.C(N(CC)CC)C.O, predict the reaction product. The product is: [CH3:13][O:14][C:15](=[O:33])[CH2:16][C:17]1[CH:22]=[CH:21][C:20]([C:23]2[C:27]([C:28](=[O:29])[NH:7][CH2:6][CH2:5][O:4][C:3]3[CH:8]=[CH:9][C:10]([Cl:12])=[CH:11][C:2]=3[Cl:1])=[C:26]([CH3:31])[O:25][N:24]=2)=[C:19]([Cl:32])[CH:18]=1. (5) Given the reactants [CH2:1]([O:3][P:4]([CH2:9][C:10]([O:12][C:13]([CH3:16])([CH3:15])[CH3:14])=[O:11])([O:6][CH2:7][CH3:8])=[O:5])[CH3:2].[H-].[Na+].[CH:19](I)([CH3:21])[CH3:20].C(OCC)(=O)C, predict the reaction product. The product is: [CH2:7]([O:6][P:4]([CH:9]([CH:19]([CH3:21])[CH3:20])[C:10]([O:12][C:13]([CH3:14])([CH3:16])[CH3:15])=[O:11])([O:3][CH2:1][CH3:2])=[O:5])[CH3:8]. (6) Given the reactants [N:1]1[CH:6]=[CH:5][CH:4]=[C:3]([CH2:7][NH2:8])[CH:2]=1.ClC1C=[CH:14][CH:13]=[CH:12][C:11]=1[CH2:16][N:17]1[C:22](=[O:23])[C:21]([C:24]([NH:26][CH2:27][C:28]([O:30]CC)=[O:29])=[O:25])=[C:20]([OH:33])[C:19]([C:34]([O:36]C)=O)=[C:18]1[OH:38].[CH3:39]CO.[CH:42]([Cl:45])(Cl)Cl, predict the reaction product. The product is: [Cl:45][C:42]1[CH:39]=[CH:14][CH:13]=[CH:12][C:11]=1[CH2:16][N:17]1[C:18]([OH:38])=[C:19]([C:34]([NH:8][CH2:7][C:3]2[CH:2]=[N:1][CH:6]=[CH:5][CH:4]=2)=[O:36])[C:20]([OH:33])=[C:21]([C:24]([NH:26][CH2:27][C:28]([OH:30])=[O:29])=[O:25])[C:22]1=[O:23].